This data is from Reaction yield outcomes from USPTO patents with 853,638 reactions. The task is: Predict the reaction yield, written as a fraction of the theoretical maximum amount of product (1.0 means a 100% yield; for example, 0.34 means a 34% yield). (1) The reactants are [F:1][C:2]1[CH:7]=[C:6]([O:8][CH3:9])[CH:5]=[CH:4][C:3]=1[OH:10].[CH2:11]([CH:13]1[O:15][CH2:14]1)Br. No catalyst specified. The product is [F:1][C:2]1[CH:7]=[C:6]([O:8][CH3:9])[CH:5]=[CH:4][C:3]=1[O:10][CH2:11][CH:13]1[CH2:14][O:15]1. The yield is 0.480. (2) The reactants are C(OC([N:8]1[CH2:13][CH2:12][CH:11]([O:14][C:15]2[CH:20]=[CH:19][CH:18]=[CH:17][N:16]=2)[CH2:10][CH2:9]1)=O)(C)(C)C.[ClH:21]. The catalyst is C(OCC)(=O)C. The product is [ClH:21].[ClH:21].[N:16]1[CH:17]=[CH:18][CH:19]=[CH:20][C:15]=1[O:14][CH:11]1[CH2:12][CH2:13][NH:8][CH2:9][CH2:10]1. The yield is 0.900.